Dataset: Reaction yield outcomes from USPTO patents with 853,638 reactions. Task: Predict the reaction yield, written as a fraction of the theoretical maximum amount of product (1.0 means a 100% yield; for example, 0.34 means a 34% yield). The reactants are [Br:1][C:2]([F:7])([F:6])[C:3](Cl)=[O:4].[C:8]([O:12][C:13]([N:15]1[CH2:20][CH2:19][CH:18]([NH:21][C:22]2[CH:27]=[CH:26][CH:25]=[CH:24][C:23]=2[I:28])[CH2:17][CH2:16]1)=[O:14])([CH3:11])([CH3:10])[CH3:9].C(N(CC)CC)C. The catalyst is ClCCl. The product is [C:8]([O:12][C:13]([N:15]1[CH2:20][CH2:19][CH:18]([N:21]([C:3](=[O:4])[C:2]([Br:1])([F:7])[F:6])[C:22]2[CH:27]=[CH:26][CH:25]=[CH:24][C:23]=2[I:28])[CH2:17][CH2:16]1)=[O:14])([CH3:11])([CH3:9])[CH3:10]. The yield is 0.830.